Dataset: Reaction yield outcomes from USPTO patents with 853,638 reactions. Task: Predict the reaction yield, written as a fraction of the theoretical maximum amount of product (1.0 means a 100% yield; for example, 0.34 means a 34% yield). (1) The reactants are C1(P(C2C=CC=CC=2)C2C=CC=CC=2)C=CC=CC=1.O[CH2:21][C:22]([CH2:45][CH3:46])=[CH:23][CH2:24][C:25]1[C:33]([O:34][CH2:35][CH2:36][Si:37]([CH3:40])([CH3:39])[CH3:38])=[C:32]2[C:28]([CH2:29][O:30][C:31]2=[O:41])=[C:27]([CH3:42])[C:26]=1[O:43][CH3:44].C(Br)(Br)(Br)[Br:48]. The catalyst is ClCCl. The product is [Br:48][CH2:21][C:22]([CH2:45][CH3:46])=[CH:23][CH2:24][C:25]1[C:33]([O:34][CH2:35][CH2:36][Si:37]([CH3:40])([CH3:39])[CH3:38])=[C:32]2[C:28]([CH2:29][O:30][C:31]2=[O:41])=[C:27]([CH3:42])[C:26]=1[O:43][CH3:44]. The yield is 0.770. (2) The reactants are [Si:1]([O:18][CH2:19][C:20]([C:23]1[CH:27]=[C:26]([NH:28][C:29]([NH:31][C@@H:32]2[C:41]3[C:36](=[CH:37][CH:38]=[CH:39][CH:40]=3)[C@H:35]([O:42][C:43]3[CH:44]=[CH:45][C:46]4[N:47]([C:49]([N:52]5[CH2:57][CH2:56][CH2:55][CH2:54][C@@H:53]5[CH3:58])=[N:50][N:51]=4)[CH:48]=3)[CH2:34][CH2:33]2)=[O:30])[N:25]([C:59]2[CH:64]=[CH:63][CH:62]=[C:61]([O:65][CH2:66][CH2:67][OH:68])[CH:60]=2)[N:24]=1)([CH3:22])[CH3:21])([C:14]([CH3:17])([CH3:16])[CH3:15])([C:8]1[CH:13]=[CH:12][CH:11]=[CH:10][CH:9]=1)[C:2]1[CH:7]=[CH:6][CH:5]=[CH:4][CH:3]=1.CCN(C(C)C)C(C)C.[CH3:78][S:79](Cl)(=[O:81])=[O:80]. The catalyst is C(Cl)Cl.C(=O)(O)[O-].[Na+]. The product is [CH3:78][S:79]([O:68][CH2:67][CH2:66][O:65][C:61]1[CH:62]=[CH:63][CH:64]=[C:59]([N:25]2[C:26]([NH:28][C:29](=[O:30])[NH:31][C@@H:32]3[C:41]4[C:36](=[CH:37][CH:38]=[CH:39][CH:40]=4)[C@H:35]([O:42][C:43]4[CH:44]=[CH:45][C:46]5[N:47]([C:49]([N:52]6[CH2:57][CH2:56][CH2:55][CH2:54][C@@H:53]6[CH3:58])=[N:50][N:51]=5)[CH:48]=4)[CH2:34][CH2:33]3)=[CH:27][C:23]([C:20]([CH3:21])([CH3:22])[CH2:19][O:18][Si:1]([C:14]([CH3:16])([CH3:15])[CH3:17])([C:8]3[CH:13]=[CH:12][CH:11]=[CH:10][CH:9]=3)[C:2]3[CH:3]=[CH:4][CH:5]=[CH:6][CH:7]=3)=[N:24]2)[CH:60]=1)(=[O:81])=[O:80]. The yield is 0.580.